From a dataset of Full USPTO retrosynthesis dataset with 1.9M reactions from patents (1976-2016). Predict the reactants needed to synthesize the given product. (1) Given the product [OH:48][C:42]([C:44]([F:47])([F:46])[F:45])=[O:43].[OH:8][CH2:9][CH2:10][CH2:11][N:12]1[C:16](=[O:17])[C:15]2([CH2:22][CH2:21][N:20]([C@H:23]3[CH2:24][CH2:25][C@H:26]([CH:29]([CH3:31])[CH3:30])[CH2:27][CH2:28]3)[CH2:19][CH2:18]2)[N:14]([C:32]2[CH:33]=[CH:34][CH:35]=[CH:36][CH:37]=2)[CH2:13]1, predict the reactants needed to synthesize it. The reactants are: C([O:8][CH2:9][CH2:10][CH2:11][N:12]1[C:16](=[O:17])[C:15]2([CH2:22][CH2:21][N:20]([C@H:23]3[CH2:28][CH2:27][C@H:26]([CH:29]([CH3:31])[CH3:30])[CH2:25][CH2:24]3)[CH2:19][CH2:18]2)[N:14]([C:32]2[CH:37]=[CH:36][CH:35]=[CH:34][CH:33]=2)[CH2:13]1)C1C=CC=CC=1.Br.[Br-].[OH-].[Na+].[C:42]([OH:48])([C:44]([F:47])([F:46])[F:45])=[O:43]. (2) Given the product [I:1][C:2]1[CH:12]=[N:11][C:5]2[NH:6][CH2:7][CH2:8][NH:9][C:4]=2[CH:3]=1, predict the reactants needed to synthesize it. The reactants are: [I:1][C:2]1[CH:12]=[N:11][C:5]2[NH:6][CH2:7][C:8](=O)[NH:9][C:4]=2[CH:3]=1.CC(C[AlH]CC(C)C)C. (3) Given the product [N:9]1[C:10]2[C:5](=[CH:4][CH:3]=[CH:12][CH:11]=2)[CH:6]=[N:7][CH:8]=1, predict the reactants needed to synthesize it. The reactants are: CO[C:3]1[CH:4]=[C:5]2[C:10](=[CH:11][C:12]=1OC[C@H]1CO1)[N:9]=[CH:8][N:7]=[C:6]2OC1C=C2C(=CC=1)NC(C)=C2.N1CCCC1.